From a dataset of Forward reaction prediction with 1.9M reactions from USPTO patents (1976-2016). Predict the product of the given reaction. (1) Given the reactants [CH3:1][O:2][C:3]1[CH:4]=[C:5]([CH2:9][C:10](Cl)=[O:11])[CH:6]=[CH:7][CH:8]=1.[NH2:13][C:14](=[N:20]O)[C:15]([O:17][CH2:18][CH3:19])=[O:16].C(N(CC)C(C)C)(C)C.O, predict the reaction product. The product is: [CH3:1][O:2][C:3]1[CH:4]=[C:5]([CH:6]=[CH:7][CH:8]=1)[CH2:9][C:10]1[O:11][N:20]=[C:14]([C:15]([O:17][CH2:18][CH3:19])=[O:16])[N:13]=1. (2) Given the reactants Br[C:2]1[CH:3]=[N:4][C:5]2[N:6]([CH:8]=[C:9]([CH2:11][O:12][C:13]3[CH:18]=[C:17]([F:19])[CH:16]=[CH:15][N:14]=3)[N:10]=2)[CH:7]=1.[F:20][C:21]1[CH:26]=[CH:25][C:24](B(O)O)=[C:23]([C:30]([F:33])([F:32])[F:31])[CH:22]=1, predict the reaction product. The product is: [F:19][C:17]1[CH:16]=[CH:15][N:14]=[C:13]([O:12][CH2:11][C:9]2[N:10]=[C:5]3[N:4]=[CH:3][C:2]([C:24]4[CH:25]=[CH:26][C:21]([F:20])=[CH:22][C:23]=4[C:30]([F:31])([F:33])[F:32])=[CH:7][N:6]3[CH:8]=2)[CH:18]=1. (3) Given the reactants N[CH:2]([C:7]1[CH:12]=[CH:11][CH:10]=[CH:9][CH:8]=1)[C:3]([NH:5][CH3:6])=[O:4].O.C([O-])([O-])=O.[Na+].[Na+].[Cl:20]CC(Cl)=O, predict the reaction product. The product is: [Cl:20][CH2:2][C:3]([NH2:5])=[O:4].[CH3:6][NH:5][C:3](=[O:4])[CH2:2][C:7]1[CH:8]=[CH:9][CH:10]=[CH:11][CH:12]=1. (4) Given the reactants [F:1][C:2]1[CH:7]=[CH:6][CH:5]=[C:4]([F:8])[C:3]=1[N:9]1[C:14]2[N:15]=[C:16](S(C)=O)[N:17]=[C:18]([C:19]3[CH:20]=[C:21]([CH:28]=[CH:29][C:30]=3[CH3:31])[C:22]([NH:24][CH:25]([CH3:27])[CH3:26])=[O:23])[C:13]=2[CH2:12][NH:11][C:10]1=[O:35].[CH3:36][N:37]([CH3:42])[CH2:38][CH2:39][NH:40][CH3:41], predict the reaction product. The product is: [F:1][C:2]1[CH:7]=[CH:6][CH:5]=[C:4]([F:8])[C:3]=1[N:9]1[C:14]2[N:15]=[C:16]([N:40]([CH2:39][CH2:38][N:37]([CH3:42])[CH3:36])[CH3:41])[N:17]=[C:18]([C:19]3[CH:20]=[C:21]([CH:28]=[CH:29][C:30]=3[CH3:31])[C:22]([NH:24][CH:25]([CH3:27])[CH3:26])=[O:23])[C:13]=2[CH2:12][NH:11][C:10]1=[O:35]. (5) The product is: [F:19][C:20]1[CH:21]=[C:22]([CH:32]([NH:34][C:35]([C:37]2[O:38][C:39]([C:8]3[CH:7]=[CH:6][CH:5]=[C:4]([CH:1]4[CH2:3][CH2:2]4)[CH:9]=3)=[CH:40][CH:41]=2)=[O:36])[CH3:33])[CH:23]=[C:24]([F:31])[C:25]=1[NH:26][S:27]([CH3:30])(=[O:29])=[O:28]. Given the reactants [CH:1]1([C:4]2[CH:5]=[C:6](C3OC(C)(C)C(C)(C)O3)[CH:7]=[CH:8][CH:9]=2)[CH2:3][CH2:2]1.[F:19][C:20]1[CH:21]=[C:22]([CH:32]([NH:34][C:35]([C:37]2[O:38][C:39](Br)=[CH:40][CH:41]=2)=[O:36])[CH3:33])[CH:23]=[C:24]([F:31])[C:25]=1[NH:26][S:27]([CH3:30])(=[O:29])=[O:28].C([O-])([O-])=O.[Cs+].[Cs+], predict the reaction product.